This data is from Reaction yield outcomes from USPTO patents with 853,638 reactions. The task is: Predict the reaction yield, written as a fraction of the theoretical maximum amount of product (1.0 means a 100% yield; for example, 0.34 means a 34% yield). (1) The reactants are CC(C)([O-])C.[K+].[I-].C[P+]([C:22]1[CH:27]=[CH:26][CH:25]=[CH:24][CH:23]=1)([C:22]1[CH:27]=[CH:26][CH:25]=[CH:24][CH:23]=1)[C:22]1[CH:27]=[CH:26][CH:25]=[CH:24][CH:23]=1.[CH3:28][N:29]([CH3:41])[C:30]([N:32]1[CH2:36]C2CC(=O)CC2[CH2:33]1)=[O:31]. The catalyst is C1(C)C=CC=CC=1.O.[Cl-].[Na+].O. The product is [CH3:28][N:29]([CH3:41])[C:30]([N:32]1[CH2:36][CH:27]2[CH2:22][C:24](=[CH2:23])[CH2:25][CH:26]2[CH2:33]1)=[O:31]. The yield is 0.800. (2) The reactants are [CH2:1]([N:3]([CH2:6][C@H:7]1[N:12]([C:13](=O)[CH2:14][C@@H:15]([NH:24][C:25]2[CH:30]=[CH:29][C:28]([S:31]([NH2:34])(=[O:33])=[O:32])=[CH:27][C:26]=2[S:35]([C:38]([F:41])([F:40])[F:39])(=[O:37])=[O:36])[CH2:16][S:17][C:18]2[CH:23]=[CH:22][CH:21]=[CH:20][CH:19]=2)[CH2:11][CH2:10][O:9][CH2:8]1)[CH2:4][CH3:5])[CH3:2].CO.Cl.C(=O)([O-])[O-].[Na+].[Na+]. The catalyst is C(OCC)(=O)C. The product is [CH2:1]([N:3]([CH2:6][C@H:7]1[N:12]([CH2:13][CH2:14][C@@H:15]([NH:24][C:25]2[CH:30]=[CH:29][C:28]([S:31]([NH2:34])(=[O:32])=[O:33])=[CH:27][C:26]=2[S:35]([C:38]([F:40])([F:39])[F:41])(=[O:37])=[O:36])[CH2:16][S:17][C:18]2[CH:19]=[CH:20][CH:21]=[CH:22][CH:23]=2)[CH2:11][CH2:10][O:9][CH2:8]1)[CH2:4][CH3:5])[CH3:2]. The yield is 0.560. (3) The reactants are [N:1]1[C:10]2[CH:9]([NH:11][CH2:12][CH2:13][CH2:14][CH2:15][N:16]3C(=O)C4C(=CC=CC=4)C3=O)[CH2:8][CH2:7][CH2:6][C:5]=2[CH:4]=[CH:3][CH:2]=1.O.NN.C(OCC)C. The catalyst is C(O)C. The product is [N:1]1[C:10]2[CH:9]([NH:11][CH2:12][CH2:13][CH2:14][CH2:15][NH2:16])[CH2:8][CH2:7][CH2:6][C:5]=2[CH:4]=[CH:3][CH:2]=1. The yield is 0.740. (4) The reactants are [F:1][C:2]([F:33])([F:32])[C:3]([N:5]1[CH2:10][CH2:9][CH:8]([CH2:11][O:12][C:13]2[CH:22]=[C:21]3[C:16]([CH:17]([C:24]4[CH:29]=[CH:28][C:27]([O:30][CH3:31])=[CH:26][CH:25]=4)[CH2:18][N:19]([CH3:23])[CH2:20]3)=[CH:15][CH:14]=2)[CH2:7][CH2:6]1)=O.[H-].[H-].[H-].[H-].[Li+].[Al+3].[NH4+].[Cl-]. The catalyst is C1COCC1.[OH-].[Na+]. The product is [CH3:31][O:30][C:27]1[CH:26]=[CH:25][C:24]([CH:17]2[C:16]3[C:21](=[CH:22][C:13]([O:12][CH2:11][CH:8]4[CH2:9][CH2:10][N:5]([CH2:3][C:2]([F:33])([F:1])[F:32])[CH2:6][CH2:7]4)=[CH:14][CH:15]=3)[CH2:20][N:19]([CH3:23])[CH2:18]2)=[CH:29][CH:28]=1. The yield is 0.520. (5) The reactants are [F:1][C:2]([F:20])([F:19])[C:3]([CH2:7][C:8]1([CH3:18])[C:17]2[C:12](=[CH:13][CH:14]=[CH:15][CH:16]=2)[CH2:11][CH2:10][CH2:9]1)([OH:6])[CH2:4][OH:5].C(N(CC)CC)C.[Cl-].[NH4+]. The catalyst is ClCCl.CS(C)=O. The product is [F:1][C:2]([F:19])([F:20])[C:3]([OH:6])([CH2:7][C:8]1([CH3:18])[C:17]2[C:12](=[CH:13][CH:14]=[CH:15][CH:16]=2)[CH2:11][CH2:10][CH2:9]1)[CH:4]=[O:5]. The yield is 0.780.